This data is from Full USPTO retrosynthesis dataset with 1.9M reactions from patents (1976-2016). The task is: Predict the reactants needed to synthesize the given product. (1) The reactants are: [F:1][C:2]1[CH:3]=[CH:4][C:5]([CH2:8][CH2:9][N:10]2[CH2:15][CH2:14][N:13]([C:16]3[CH:21]=[CH:20][C:19]4[C:22]5[CH2:27][CH2:26][N:25](C(OC(C)(C)C)=O)[CH2:24][C:23]=5[S:35][C:18]=4[CH:17]=3)[C:12](=[O:36])[CH2:11]2)=[N:6][CH:7]=1.[ClH:37]. Given the product [ClH:37].[F:1][C:2]1[CH:3]=[CH:4][C:5]([CH2:8][CH2:9][N:10]2[CH2:15][CH2:14][N:13]([C:16]3[CH:21]=[CH:20][C:19]4[C:22]5[CH2:27][CH2:26][NH:25][CH2:24][C:23]=5[S:35][C:18]=4[CH:17]=3)[C:12](=[O:36])[CH2:11]2)=[N:6][CH:7]=1, predict the reactants needed to synthesize it. (2) Given the product [CH3:1][O:2][C:3](=[O:21])[C:4]1[CH:19]=[CH:18][C:7]([C:8]([OH:10])=[O:9])=[CH:6][C:5]=1[F:20], predict the reactants needed to synthesize it. The reactants are: [CH3:1][O:2][C:3](=[O:21])[C:4]1[CH:19]=[CH:18][C:7]([C:8]([O:10]CC2C=CC=CC=2)=[O:9])=[CH:6][C:5]=1[F:20]. (3) Given the product [Br:25][C:26]1[CH:31]=[C:30]([N:18]2[C:15]3=[N:16][CH:17]=[C:12]([CH:10]4[CH2:9][N:8]([C:6]([O:5][C:1]([CH3:4])([CH3:3])[CH3:2])=[O:7])[CH2:11]4)[CH:13]=[C:14]3[C:20]([C:21]([O:23][CH3:24])=[O:22])=[N:19]2)[CH:29]=[CH:28][CH:27]=1, predict the reactants needed to synthesize it. The reactants are: [C:1]([O:5][C:6]([N:8]1[CH2:11][CH:10]([C:12]2[CH:13]=[C:14]3[C:20]([C:21]([O:23][CH3:24])=[O:22])=[N:19][NH:18][C:15]3=[N:16][CH:17]=2)[CH2:9]1)=[O:7])([CH3:4])([CH3:3])[CH3:2].[Br:25][C:26]1[CH:27]=[C:28](B(O)O)[CH:29]=[CH:30][CH:31]=1.N1C=CC=CC=1. (4) Given the product [F:14][C:15]([F:28])([F:27])[S:16]([O:9][C:8]1[CH:7]=[CH:6][C:5]([C:10](=[O:13])[CH2:11][CH3:12])=[CH:4][C:3]=1[CH2:1][CH3:2])(=[O:18])=[O:17], predict the reactants needed to synthesize it. The reactants are: [CH2:1]([C:3]1[CH:4]=[C:5]([C:10](=[O:13])[CH2:11][CH3:12])[CH:6]=[CH:7][C:8]=1[OH:9])[CH3:2].[F:14][C:15]([F:28])([F:27])[S:16](O[S:16]([C:15]([F:28])([F:27])[F:14])(=[O:18])=[O:17])(=[O:18])=[O:17].